This data is from Forward reaction prediction with 1.9M reactions from USPTO patents (1976-2016). The task is: Predict the product of the given reaction. Given the reactants CN1C(=O)CCC1.Cl[C:9]1[N:14]=[C:13]([NH:15][C:16]2[CH:21]=[CH:20][CH:19]=[C:18]([CH2:22][CH3:23])[CH:17]=2)[C:12]([C:24]([NH2:26])=[O:25])=[CH:11][N:10]=1.Cl.[Cl:28][C:29]1[CH:30]=[C:31]([CH2:36][CH2:37][NH2:38])[CH:32]=[CH:33][C:34]=1[OH:35].C(N(C(C)C)CC)(C)C, predict the reaction product. The product is: [Cl:28][C:29]1[CH:30]=[C:31]([CH2:36][CH2:37][NH:38][C:9]2[N:14]=[C:13]([NH:15][C:16]3[CH:21]=[CH:20][CH:19]=[C:18]([CH2:22][CH3:23])[CH:17]=3)[C:12]([C:24]([NH2:26])=[O:25])=[CH:11][N:10]=2)[CH:32]=[CH:33][C:34]=1[OH:35].